From a dataset of Forward reaction prediction with 1.9M reactions from USPTO patents (1976-2016). Predict the product of the given reaction. (1) The product is: [Br:1][C:2]1[CH:7]=[CH:6][C:5]([CH2:8][CH2:9][C:10]([C:11]([O:13][CH2:14][CH3:15])=[O:12])([CH3:21])[C:16]([OH:18])=[O:17])=[CH:4][CH:3]=1. Given the reactants [Br:1][C:2]1[CH:7]=[CH:6][C:5]([CH2:8][CH2:9][C:10]([CH3:21])([C:16]([O:18]CC)=[O:17])[C:11]([O:13][CH2:14][CH3:15])=[O:12])=[CH:4][CH:3]=1.[OH-].[K+], predict the reaction product. (2) Given the reactants C([O:4][C:5]1[CH:6]=[C:7]([O:11][C:12]2[CH:17]=[CH:16][C:15]([C:18]3[N:22]([CH:23]4[CH2:28][CH2:27][CH2:26][CH2:25][CH2:24]4)[C:21]4[CH:29]=[CH:30][C:31]([C:33]([O:35][CH2:36][CH3:37])=[O:34])=[CH:32][C:20]=4[N:19]=3)=[CH:14][CH:13]=2)[CH:8]=[CH:9][CH:10]=1)(=O)C.C(=O)([O-])[O-].[K+].[K+], predict the reaction product. The product is: [CH:23]1([N:22]2[C:21]3[CH:29]=[CH:30][C:31]([C:33]([O:35][CH2:36][CH3:37])=[O:34])=[CH:32][C:20]=3[N:19]=[C:18]2[C:15]2[CH:14]=[CH:13][C:12]([O:11][C:7]3[CH:8]=[CH:9][CH:10]=[C:5]([OH:4])[CH:6]=3)=[CH:17][CH:16]=2)[CH2:24][CH2:25][CH2:26][CH2:27][CH2:28]1. (3) Given the reactants [CH3:1][C@H:2]1[CH2:6][CH2:5][NH:4][C@@H:3]1[C:7]([O:9][CH2:10][CH3:11])=[O:8].[C:12](O[C:12]([O:14][C:15]([CH3:18])([CH3:17])[CH3:16])=[O:13])([O:14][C:15]([CH3:18])([CH3:17])[CH3:16])=[O:13].C(N(CC)CC)C.C1COCC1, predict the reaction product. The product is: [CH3:1][C@H:2]1[CH2:6][CH2:5][N:4]([C:12]([O:14][C:15]([CH3:18])([CH3:17])[CH3:16])=[O:13])[C@@H:3]1[C:7]([O:9][CH2:10][CH3:11])=[O:8]. (4) Given the reactants [Br:1][C:2]1[CH:7]=[CH:6][C:5]([C@@H:8]([N:10]2[CH2:15][CH2:14][C@:13]([CH2:22][C:23]3([CH3:26])[CH2:25][O:24]3)([C:16]3[CH:21]=[CH:20][CH:19]=[CH:18][CH:17]=3)[O:12][C:11]2=[O:27])[CH3:9])=[CH:4][CH:3]=1.O1CCCC1.C([BH-](CC)CC)C.[Li+].OO, predict the reaction product. The product is: [Br:1][C:2]1[CH:7]=[CH:6][C:5]([C@@H:8]([N:10]2[CH2:15][CH2:14][C@:13]([CH2:22][C:23]([OH:24])([CH3:25])[CH3:26])([C:16]3[CH:17]=[CH:18][CH:19]=[CH:20][CH:21]=3)[O:12][C:11]2=[O:27])[CH3:9])=[CH:4][CH:3]=1. (5) Given the reactants [OH-].[Na+].[NH:3]=[C:4]1[CH:9]=[C:8]([CH3:10])[CH:7]=[C:6]([CH3:11])[N:5]1[NH2:12].[C:13](OC)(=O)[CH2:14][OH:15], predict the reaction product. The product is: [CH3:11][C:6]1[N:5]2[N:12]=[C:13]([CH2:14][OH:15])[N:3]=[C:4]2[CH:9]=[C:8]([CH3:10])[CH:7]=1. (6) Given the reactants [NH2:1][C:2]1[N:10]=[C:9]([CH2:11][CH2:12][CH:13]([OH:15])[CH3:14])[N:8]=[C:7]2[C:3]=1[N:4]=[C:5](Br)[N:6]2[CH3:16].[NH:18]1[CH:22]=[CH:21][N:20]=[N:19]1, predict the reaction product. The product is: [NH2:1][C:2]1[N:10]=[C:9]([CH2:11][CH2:12][CH:13]([OH:15])[CH3:14])[N:8]=[C:7]2[C:3]=1[N:4]=[C:5]([N:19]1[N:20]=[CH:21][CH:22]=[N:18]1)[N:6]2[CH3:16]. (7) Given the reactants [CH3:1][N:2]1[CH:6]=[C:5](B2OC(C)(C)C(C)(C)O2)[C:4]([CH3:16])=[N:3]1.[Cl-].[Li+].Br[C:20]1[N:21]=[C:22]2[C:28]([CH:29]=[O:30])=[CH:27][N:26]([CH2:31][O:32][CH2:33][CH2:34][Si:35]([CH3:38])([CH3:37])[CH3:36])[C:23]2=[N:24][CH:25]=1.[O-]P([O-])([O-])=O.[K+].[K+].[K+], predict the reaction product. The product is: [CH3:1][N:2]1[CH:6]=[C:5]([C:20]2[N:21]=[C:22]3[C:28]([CH:29]=[O:30])=[CH:27][N:26]([CH2:31][O:32][CH2:33][CH2:34][Si:35]([CH3:38])([CH3:37])[CH3:36])[C:23]3=[N:24][CH:25]=2)[C:4]([CH3:16])=[N:3]1.